This data is from Full USPTO retrosynthesis dataset with 1.9M reactions from patents (1976-2016). The task is: Predict the reactants needed to synthesize the given product. Given the product [OH:4][CH2:3][CH2:2][S:1][CH2:27][CH2:28][NH:29][C:30](=[O:31])[O:32][C:33]([CH3:36])([CH3:35])[CH3:34], predict the reactants needed to synthesize it. The reactants are: [SH:1][CH2:2][CH2:3][OH:4].C1CCN2C(=NCCC2)CC1.CC1C=CC(S(O[CH2:27][CH2:28][NH:29][C:30]([O:32][C:33]([CH3:36])([CH3:35])[CH3:34])=[O:31])(=O)=O)=CC=1.